This data is from Full USPTO retrosynthesis dataset with 1.9M reactions from patents (1976-2016). The task is: Predict the reactants needed to synthesize the given product. (1) Given the product [O:58]1[CH2:59][CH2:60][O:61][CH2:62][C@@H:57]1[CH2:56][N:1]1[C:9]2[C:4](=[CH:5][CH:6]=[CH:7][CH:8]=2)[C:3]2([C:13]3=[CH:14][C:15]4[O:21][CH2:20][CH2:19][CH2:18][O:17][C:16]=4[CH:22]=[C:12]3[O:11][CH2:10]2)[C:2]1=[O:23], predict the reactants needed to synthesize it. The reactants are: [NH:1]1[C:9]2[C:4](=[CH:5][CH:6]=[CH:7][CH:8]=2)[C:3]2([C:13]3=[CH:14][C:15]4[O:21][CH2:20][CH2:19][CH2:18][O:17][C:16]=4[CH:22]=[C:12]3[O:11][CH2:10]2)[C:2]1=[O:23].N1C2C(=CC=CC=2)C2(C3=CC4OCOC=4C=C3OC2)C1=O.CC1C=CC(S(O[CH2:56][C@@H:57]2[CH2:62][O:61][CH2:60][CH2:59][O:58]2)(=O)=O)=CC=1.CC1C=CC(S(OC[C@H]2COCCO2)(=O)=O)=CC=1. (2) Given the product [CH:17]1[CH:16]=[C:15]([O:1][C@@H:2]2[O:10][C@H:9]([CH2:11][OH:13])[C@H:7]([OH:8])[C@H:5]([OH:6])[C@H:3]2[OH:4])[C:24]2[N:23]=[CH:22][CH:21]=[CH:20][C:19]=2[CH:18]=1, predict the reactants needed to synthesize it. The reactants are: [OH:1][C@@H:2]1[O:10][C@H:9]([C:11]([OH:13])=O)[C@@H:7]([OH:8])[C@H:5]([OH:6])[C@H:3]1[OH:4].O[C:15]1[CH:16]=[CH:17][CH:18]=[C:19]2[C:24]=1[N:23]=[CH:22][CH:21]=[CH:20]2.[Na]. (3) Given the product [CH:2]1[CH:3]=[CH:4][C:5]([NH:10][C:11]([C:13]2[C:22]([OH:23])=[CH:21][C:20]3[C:15](=[CH:16][CH:17]=[CH:18][CH:19]=3)[CH:14]=2)=[O:12])=[CH:6][CH:7]=1, predict the reactants needed to synthesize it. The reactants are: Cl[C:2]1[C:7](OC)=[CH:6][C:5]([NH:10][C:11]([C:13]2[C:22]([OH:23])=[CH:21][C:20]3[C:15](=[CH:16][CH:17]=[CH:18][CH:19]=3)[CH:14]=2)=[O:12])=[C:4](OC)[CH:3]=1.[OH-].[Na+].